From a dataset of Forward reaction prediction with 1.9M reactions from USPTO patents (1976-2016). Predict the product of the given reaction. (1) Given the reactants [C:1]([O:5][C:6]([N:8]([CH2:14][C:15]1[CH:30]=[CH:29][C:18]([O:19][C:20]2[CH:28]=[CH:27][C:23]([C:24]([OH:26])=O)=[CH:22][N:21]=2)=[CH:17][CH:16]=1)[CH2:9][CH2:10][CH:11]([CH3:13])[CH3:12])=[O:7])([CH3:4])([CH3:3])[CH3:2].C(Cl)CCl.C1C=CC2N(O)N=[N:41][C:39]=2C=1.CCN(C(C)C)C(C)C.Cl.CN.C(O)(=O)CC(CC(O)=O)(C(O)=O)O.C([O-])(O)=O.[Na+], predict the reaction product. The product is: [C:1]([O:5][C:6](=[O:7])[N:8]([CH2:9][CH2:10][CH:11]([CH3:12])[CH3:13])[CH2:14][C:15]1[CH:30]=[CH:29][C:18]([O:19][C:20]2[CH:28]=[CH:27][C:23]([C:24](=[O:26])[NH:41][CH3:39])=[CH:22][N:21]=2)=[CH:17][CH:16]=1)([CH3:2])([CH3:3])[CH3:4]. (2) Given the reactants O=[C:2]1[CH2:11][CH2:10][C:9]2[C:4](=[CH:5][CH:6]=[C:7]([C:12]3[CH:17]=[CH:16][CH:15]=[CH:14][CH:13]=3)[CH:8]=2)[CH:3]1[C:18](OCC)=[O:19].[NH:23]([C:25]1[CH:30]=[CH:29][CH:28]=[CH:27][N:26]=1)[NH2:24], predict the reaction product. The product is: [C:12]1([C:7]2[CH:6]=[CH:5][C:4]3[C:3]4[C:2]([CH2:11][CH2:10][C:9]=3[CH:8]=2)=[N:24][N:23]([C:25]2[CH:30]=[CH:29][CH:28]=[CH:27][N:26]=2)[C:18]=4[OH:19])[CH:13]=[CH:14][CH:15]=[CH:16][CH:17]=1. (3) Given the reactants [OH:1][C@:2]1([CH2:9][NH:10][C:11]([C:13]2[C:14]3[CH:15]=[CH:16][C:17](Cl)=[N:18][C:19]=3[CH:20]=[CH:21][C:22]=2[Cl:23])=[O:12])[CH2:7][CH2:6][CH2:5][C@@H:4]([CH3:8])[CH2:3]1.CCN(C(C)C)C(C)C.[F:34][CH:35]1[CH2:39][CH2:38][NH:37][CH2:36]1, predict the reaction product. The product is: [OH:1][C@:2]1([CH2:9][NH:10][C:11]([C:13]2[C:14]3[CH:15]=[CH:16][C:17]([N:37]4[CH2:38][CH2:39][CH:35]([F:34])[CH2:36]4)=[N:18][C:19]=3[CH:20]=[CH:21][C:22]=2[Cl:23])=[O:12])[CH2:7][CH2:6][CH2:5][C@@H:4]([CH3:8])[CH2:3]1. (4) Given the reactants C(OC(=O)[NH:7][CH:8]1[CH2:13][CH2:12][CH2:11][N:10]([C:14]([C:16]2[CH:36]=[CH:35][C:19]3[N:20]([CH3:34])[C:21]([C:23]4[N:31]([CH2:32][CH3:33])[C:26]5=[N:27][CH:28]=[CH:29][CH:30]=[C:25]5[CH:24]=4)=[N:22][C:18]=3[CH:17]=2)=[O:15])[CH2:9]1)(C)(C)C.C(O)(C(F)(F)F)=O, predict the reaction product. The product is: [NH2:7][CH:8]1[CH2:13][CH2:12][CH2:11][N:10]([C:14]([C:16]2[CH:36]=[CH:35][C:19]3[N:20]([CH3:34])[C:21]([C:23]4[N:31]([CH2:32][CH3:33])[C:26]5=[N:27][CH:28]=[CH:29][CH:30]=[C:25]5[CH:24]=4)=[N:22][C:18]=3[CH:17]=2)=[O:15])[CH2:9]1. (5) Given the reactants [CH3:1][CH2:2][OH:3].[C-:4]#[N:5].[Na+].[OH-:7].[K+].[CH2:9]([NH2:16])[C:10]1[CH:15]=[CH:14][CH:13]=[CH:12][CH:11]=1.[C:17]1(C)C=CC=C[CH:18]=1, predict the reaction product. The product is: [C:4]([C@:11]1([CH2:1][C:2]([O-:3])=[O:7])[CH2:12][C@@H:13]2[C@H:17]1[CH:18]=[C:15]([CH2:10][CH3:9])[CH2:14]2)#[N:5].[CH2:9]([NH3+:16])[C:10]1[CH:15]=[CH:14][CH:13]=[CH:12][CH:11]=1. (6) Given the reactants Cl.Cl.[CH3:3][C:4]1[CH:9]=[CH:8][C:7]([S:10]([O:13][CH2:14][C@@H:15]2[O:20][C:19]3[C:21]([NH2:26])=[C:22]([NH2:25])[CH:23]=[CH:24][C:18]=3[O:17][CH2:16]2)(=[O:12])=[O:11])=[CH:6][CH:5]=1.[C:27](C1NC=CN=1)(C1NC=CN=1)=[O:28].C(N(C(C)C)CC)(C)C, predict the reaction product. The product is: [CH3:3][C:4]1[CH:9]=[CH:8][C:7]([S:10]([O:13][CH2:14][CH:15]2[O:20][C:19]3[C:21]4[NH:26][C:27](=[O:28])[NH:25][C:22]=4[CH:23]=[CH:24][C:18]=3[O:17][CH2:16]2)(=[O:12])=[O:11])=[CH:6][CH:5]=1.